From a dataset of Reaction yield outcomes from USPTO patents with 853,638 reactions. Predict the reaction yield, written as a fraction of the theoretical maximum amount of product (1.0 means a 100% yield; for example, 0.34 means a 34% yield). The reactants are [Cl:1][C:2]1[CH:24]=[C:23]([C:25](=[O:35])[CH2:26][CH2:27][C:28]2[CH:33]=[CH:32][CH:31]=[C:30]([OH:34])[CH:29]=2)[CH:22]=[CH:21][C:3]=1[C:4]([NH:6][C@H:7]([C:17]([O:19]C)=[O:18])[CH2:8][NH:9][C:10]([C:12]1[S:13][CH:14]=[CH:15][CH:16]=1)=[O:11])=[O:5].O.[OH-].[Li+]. The catalyst is O1CCCC1.CO.O. The product is [Cl:1][C:2]1[CH:24]=[C:23]([C:25](=[O:35])[CH2:26][CH2:27][C:28]2[CH:33]=[CH:32][CH:31]=[C:30]([OH:34])[CH:29]=2)[CH:22]=[CH:21][C:3]=1[C:4]([NH:6][C@H:7]([C:17]([OH:19])=[O:18])[CH2:8][NH:9][C:10]([C:12]1[S:13][CH:14]=[CH:15][CH:16]=1)=[O:11])=[O:5]. The yield is 0.810.